Dataset: Full USPTO retrosynthesis dataset with 1.9M reactions from patents (1976-2016). Task: Predict the reactants needed to synthesize the given product. (1) Given the product [CH2:1]([O:5][C:6]([N:8]1[CH2:13][CH2:12][N:11]([C:14](=[O:58])[C@@H:15]([NH:25][C:26]([C:28]2[CH:32]=[C:31]([O:33][CH2:34][C:35]([N:37]3[CH2:41][CH2:40][CH2:39][C@H:38]3[C:42]([OH:44])=[O:43])=[O:36])[N:30]([C:52]3[CH:57]=[CH:56][CH:55]=[CH:54][CH:53]=3)[N:29]=2)=[O:27])[CH2:16][CH2:17][C:18]([O:20][C:21]([CH3:23])([CH3:24])[CH3:22])=[O:19])[CH2:10][CH2:9]1)=[O:7])[CH2:2][CH2:3][CH3:4], predict the reactants needed to synthesize it. The reactants are: [CH2:1]([O:5][C:6]([N:8]1[CH2:13][CH2:12][N:11]([C:14](=[O:58])[C@@H:15]([NH:25][C:26]([C:28]2[CH:32]=[C:31]([O:33][CH2:34][C:35]([N:37]3[CH2:41][CH2:40][CH2:39][C@H:38]3[C:42]([O:44]CC3C=CC=CC=3)=[O:43])=[O:36])[N:30]([C:52]3[CH:57]=[CH:56][CH:55]=[CH:54][CH:53]=3)[N:29]=2)=[O:27])[CH2:16][CH2:17][C:18]([O:20][C:21]([CH3:24])([CH3:23])[CH3:22])=[O:19])[CH2:10][CH2:9]1)=[O:7])[CH2:2][CH2:3][CH3:4]. (2) The reactants are: C([N:4]1[C:12]2[C:7](=[CH:8][CH:9]=[CH:10][CH:11]=2)/[C:6](=[C:13](/[NH:20][C:21]2[CH:26]=[CH:25][C:24]([NH:27][S:28]([C:31]3[CH:36]=[CH:35][C:34]([CH3:37])=[CH:33][CH:32]=3)(=[O:30])=[O:29])=[CH:23][CH:22]=2)\[C:14]2[CH:19]=[CH:18][CH:17]=[CH:16][CH:15]=2)/[C:5]1=[O:38])(=O)C.[CH3:39][N:40]([CH3:45])[C:41](=[O:44])[CH2:42]Br.CC(C)([O-])C.[K+].[OH-].[Na+]. Given the product [CH3:39][N:40]([CH3:45])[C:41]([CH2:42][N:27]([C:24]1[CH:23]=[CH:22][C:21]([NH:20]/[C:13](=[C:6]2\[C:5](=[O:38])[NH:4][C:12]3[C:7]\2=[CH:8][CH:9]=[CH:10][CH:11]=3)/[C:14]2[CH:15]=[CH:16][CH:17]=[CH:18][CH:19]=2)=[CH:26][CH:25]=1)[S:28]([C:31]1[CH:32]=[CH:33][C:34]([CH3:37])=[CH:35][CH:36]=1)(=[O:29])=[O:30])=[O:44], predict the reactants needed to synthesize it. (3) Given the product [NH2:1][C:2]1[C:11]([C:12]([OH:14])=[O:13])=[C:5]2[N:6]=[CH:7][C:8]([Cl:10])=[CH:9][N:4]2[N:3]=1, predict the reactants needed to synthesize it. The reactants are: [NH2:1][C:2]1[C:11]([C:12]([O:14]CC=C)=[O:13])=[C:5]2[N:6]=[CH:7][C:8]([Cl:10])=[CH:9][N:4]2[N:3]=1.C1([SiH3])C=CC=CC=1. (4) Given the product [F:1][C:2]1[CH:3]=[CH:4][C:5]([NH:18][C:19](=[O:31])[C:20]2[CH:25]=[CH:24][C:23]([N:36]3[CH2:37][CH2:38][CH2:39][N:33]([CH3:32])[CH2:34][CH2:35]3)=[CH:22][C:21]=2[O:27][CH2:28][CH2:29][OH:30])=[C:6]([CH:17]=1)[C:7]([NH:9][C:10]1[CH:15]=[CH:14][C:13]([Cl:16])=[CH:12][N:11]=1)=[O:8], predict the reactants needed to synthesize it. The reactants are: [F:1][C:2]1[CH:3]=[CH:4][C:5]([NH:18][C:19](=[O:31])[C:20]2[CH:25]=[CH:24][C:23](F)=[CH:22][C:21]=2[O:27][CH2:28][CH2:29][OH:30])=[C:6]([CH:17]=1)[C:7]([NH:9][C:10]1[CH:15]=[CH:14][C:13]([Cl:16])=[CH:12][N:11]=1)=[O:8].[CH3:32][N:33]1[CH2:39][CH2:38][CH2:37][NH:36][CH2:35][CH2:34]1. (5) The reactants are: [NH2:1][C:2]([NH:4][C:5]1[O:9][C:8]([C:10]2[CH:15]=[CH:14][CH:13]=[CH:12][CH:11]=2)=[N:7][C:6]=1[C:16]([NH:18][C@H:19]1[CH2:24][CH2:23][CH2:22][N:21](C(OC(C)(C)C)=O)[CH2:20]1)=[O:17])=[O:3]. Given the product [NH:21]1[CH2:22][CH2:23][CH2:24][C@H:19]([NH:18][C:16]([C:6]2[N:7]=[C:8]([C:10]3[CH:15]=[CH:14][CH:13]=[CH:12][CH:11]=3)[O:9][C:5]=2[NH:4][C:2]([NH2:1])=[O:3])=[O:17])[CH2:20]1, predict the reactants needed to synthesize it. (6) Given the product [Cl:20][C:21]1[CH:28]=[CH:27][C:24]([CH2:25][N:17]2[CH2:18][CH2:19][CH:14]([NH:13][C:11]3[O:12][C:8]4[CH:7]=[CH:6][CH:5]=[C:4]([N+:1]([O-:3])=[O:2])[C:9]=4[N:10]=3)[CH2:15][CH2:16]2)=[CH:23][C:22]=1[O:29][CH2:30][CH3:31], predict the reactants needed to synthesize it. The reactants are: [N+:1]([C:4]1[C:9]2[N:10]=[C:11]([NH:13][CH:14]3[CH2:19][CH2:18][NH:17][CH2:16][CH2:15]3)[O:12][C:8]=2[CH:7]=[CH:6][CH:5]=1)([O-:3])=[O:2].[Cl:20][C:21]1[CH:28]=[CH:27][C:24]([CH:25]=O)=[CH:23][C:22]=1[O:29][CH2:30][CH3:31].C([BH3-])#N.[Na+].C(N(C(C)C)C(C)C)C.